From a dataset of NCI-60 drug combinations with 297,098 pairs across 59 cell lines. Regression. Given two drug SMILES strings and cell line genomic features, predict the synergy score measuring deviation from expected non-interaction effect. (1) Drug 1: CC1C(C(CC(O1)OC2CC(CC3=C2C(=C4C(=C3O)C(=O)C5=C(C4=O)C(=CC=C5)OC)O)(C(=O)C)O)N)O.Cl. Drug 2: CS(=O)(=O)OCCCCOS(=O)(=O)C. Cell line: U251. Synergy scores: CSS=43.4, Synergy_ZIP=-3.33, Synergy_Bliss=-2.89, Synergy_Loewe=-37.3, Synergy_HSA=-1.30. (2) Drug 1: C1=NC(=NC(=O)N1C2C(C(C(O2)CO)O)O)N. Drug 2: CC12CCC3C(C1CCC2OP(=O)(O)O)CCC4=C3C=CC(=C4)OC(=O)N(CCCl)CCCl.[Na+]. Cell line: OVCAR-8. Synergy scores: CSS=26.3, Synergy_ZIP=-8.41, Synergy_Bliss=-0.341, Synergy_Loewe=-42.3, Synergy_HSA=0.949. (3) Drug 1: CC(CN1CC(=O)NC(=O)C1)N2CC(=O)NC(=O)C2. Drug 2: C1=NC2=C(N1)C(=S)N=CN2. Cell line: SK-MEL-28. Synergy scores: CSS=10.4, Synergy_ZIP=-4.95, Synergy_Bliss=-4.27, Synergy_Loewe=-7.56, Synergy_HSA=-4.43.